Dataset: Forward reaction prediction with 1.9M reactions from USPTO patents (1976-2016). Task: Predict the product of the given reaction. (1) Given the reactants [NH:1]1[C:5]2=[N:6][CH:7]=[C:8]([C:10]3[CH:11]=[C:12]([NH:16][C:17](=[O:23])[O:18][C:19]([CH3:22])([CH3:21])[CH3:20])[CH:13]=[CH:14][CH:15]=3)[CH:9]=[C:4]2[CH:3]=[CH:2]1.[I:24]N1C(=O)CCC1=O, predict the reaction product. The product is: [I:24][C:3]1[C:4]2[C:5](=[N:6][CH:7]=[C:8]([C:10]3[CH:11]=[C:12]([NH:16][C:17](=[O:23])[O:18][C:19]([CH3:20])([CH3:22])[CH3:21])[CH:13]=[CH:14][CH:15]=3)[CH:9]=2)[NH:1][CH:2]=1. (2) Given the reactants [F:1][C:2]1[CH:17]=[CH:16][C:5]([O:6][C:7]2[CH:12]=[CH:11][N:10]=[C:9]([CH:13](O)[CH3:14])[N:8]=2)=[CH:4][CH:3]=1.C(N(CC)CC)C.CS(Cl)(=O)=O.[N-:30]=[N+:31]=[N-:32].[Na+], predict the reaction product. The product is: [N:30]([CH:13]([C:9]1[N:8]=[C:7]([O:6][C:5]2[CH:16]=[CH:17][C:2]([F:1])=[CH:3][CH:4]=2)[CH:12]=[CH:11][N:10]=1)[CH3:14])=[N+:31]=[N-:32]. (3) Given the reactants Br[C:2]1[C:3]([C:14]2[S:15][CH:16]=[C:17]([C:19]([F:22])([F:21])[F:20])[N:18]=2)=[CH:4][C:5]([NH:8][C:9]([NH:11][CH2:12][CH3:13])=[O:10])=[N:6][CH:7]=1.C(=O)([O-])[O-].[Cs+].[Cs+].CC1(C)C(C)(C)OB([C:37]2[CH:38]=[N:39][CH:40]=[C:41]([CH:47]=2)[C:42]([O:44][CH2:45][CH3:46])=[O:43])O1, predict the reaction product. The product is: [CH2:12]([NH:11][C:9]([NH:8][C:5]1[N:6]=[CH:7][C:2]([C:37]2[CH:38]=[N:39][CH:40]=[C:41]([C:42]([O:44][CH2:45][CH3:46])=[O:43])[CH:47]=2)=[C:3]([C:14]2[S:15][CH:16]=[C:17]([C:19]([F:22])([F:21])[F:20])[N:18]=2)[CH:4]=1)=[O:10])[CH3:13].